This data is from Reaction yield outcomes from USPTO patents with 853,638 reactions. The task is: Predict the reaction yield, written as a fraction of the theoretical maximum amount of product (1.0 means a 100% yield; for example, 0.34 means a 34% yield). The reactants are [OH:1][CH2:2][C:3]([C:6]1[CH:7]=[C:8]([OH:12])[CH:9]=[CH:10][CH:11]=1)([CH3:5])[CH3:4].Cl.[CH3:14][C:15]([CH3:17])=O. No catalyst specified. The product is [CH3:14][C:15]1([CH3:17])[C:11]2[C:6](=[CH:7][C:8]([OH:12])=[CH:9][CH:10]=2)[C:3]([CH3:5])([CH3:4])[CH2:2][O:1]1. The yield is 0.920.